Dataset: Full USPTO retrosynthesis dataset with 1.9M reactions from patents (1976-2016). Task: Predict the reactants needed to synthesize the given product. (1) The reactants are: [CH2:1]([N:3]1[C:12]2[C:7](=[C:8]([F:33])[C:9]([O:23][CH2:24][C:25]3[CH:30]=[CH:29][C:28]([O:31][CH3:32])=[CH:27][CH:26]=3)=[C:10]([O:13][CH2:14][C:15]3[CH:20]=[CH:19][C:18]([O:21][CH3:22])=[CH:17][CH:16]=3)[CH:11]=2)[C:6](=[O:34])[C:5]([C:35](O)=[O:36])=[CH:4]1)[CH3:2].ClC(OCC(C)C)=O.CC(C[AlH]CC(C)C)C. Given the product [CH2:1]([N:3]1[C:12]2[C:7](=[C:8]([F:33])[C:9]([O:23][CH2:24][C:25]3[CH:26]=[CH:27][C:28]([O:31][CH3:32])=[CH:29][CH:30]=3)=[C:10]([O:13][CH2:14][C:15]3[CH:16]=[CH:17][C:18]([O:21][CH3:22])=[CH:19][CH:20]=3)[CH:11]=2)[C:6](=[O:34])[C:5]([CH2:35][OH:36])=[CH:4]1)[CH3:2], predict the reactants needed to synthesize it. (2) Given the product [Br:24][C:9]1[S:8][C:7]([C:1]2[CH:2]=[CH:3][CH:4]=[CH:5][CH:6]=2)=[N:11][C:10]=1[C:12]1[CH:13]=[CH:14][N:15]=[CH:16][CH:17]=1, predict the reactants needed to synthesize it. The reactants are: [C:1]1([C:7]2[S:8][CH:9]=[C:10]([C:12]3[CH:17]=[CH:16][N:15]=[CH:14][CH:13]=3)[N:11]=2)[CH:6]=[CH:5][CH:4]=[CH:3][CH:2]=1.C([O-])([O-])=O.[Na+].[Na+].[Br:24]Br. (3) Given the product [F:40][C:41]1[CH:46]=[CH:45][C:44]([C:47]2[O:48][C:49]3[CH:59]=[C:58]([N:60]([CH3:65])[S:61]([CH3:64])(=[O:63])=[O:62])[C:57]([C:2]4[CH:13]=[CH:12][C:5]5[N:6]=[N:16][N:34]([C@@H:30]([C:27]6[CH:26]=[CH:25][C:24]([F:23])=[CH:29][CH:28]=6)[CH2:31][O:32][CH3:33])[C:9](=[O:10])[C:4]=5[CH:3]=4)=[CH:56][C:50]=3[C:51]=2[C:52]([NH:54][CH3:55])=[O:53])=[CH:43][CH:42]=1, predict the reactants needed to synthesize it. The reactants are: Br[C:2]1[CH:13]=[CH:12][C:5]2[NH:6]C(=O)O[C:9](=[O:10])[C:4]=2[CH:3]=1.CC[N:16](C(C)C)C(C)C.[F:23][C:24]1[CH:29]=[CH:28][C:27]([C@H:30]([NH2:34])[CH2:31][O:32][CH3:33])=[CH:26][CH:25]=1.Cl.N([O-])=O.[Na+].[F:40][C:41]1[CH:46]=[CH:45][C:44]([C:47]2[O:48][C:49]3[CH:59]=[C:58]([N:60]([CH3:65])[S:61]([CH3:64])(=[O:63])=[O:62])[C:57](B4OC(C)(C)C(C)(C)O4)=[CH:56][C:50]=3[C:51]=2[C:52]([NH:54][CH3:55])=[O:53])=[CH:43][CH:42]=1. (4) Given the product [CH2:1]([N:8]1[CH2:13][CH2:12][CH:11]([CH2:14][C:15]#[N:16])[CH2:10][CH2:9]1)[C:2]1[CH:7]=[CH:6][CH:5]=[CH:4][CH:3]=1, predict the reactants needed to synthesize it. The reactants are: [CH2:1]([N:8]1[CH2:13][CH2:12][C:11](=[CH:14][C:15]#[N:16])[CH2:10][CH2:9]1)[C:2]1[CH:7]=[CH:6][CH:5]=[CH:4][CH:3]=1.[Mg].Cl.[OH-].[Na+]. (5) Given the product [Cl:1][C:2]1[NH:7][C:6](=[O:8])[C:5]([O:12][CH3:13])=[CH:4][N:3]=1, predict the reactants needed to synthesize it. The reactants are: [Cl:1][C:2]1[N:7]=[C:6]([O:8]CC=C)[C:5]([O:12][CH3:13])=[CH:4][N:3]=1.N1CCOCC1. (6) Given the product [C:26]([NH:7][C@H:6]([C:5]([O:4][CH2:2][CH3:3])=[O:18])[CH2:8][C:9]1[CH:14]=[CH:13][C:12]([N+:15]([O-:17])=[O:16])=[CH:11][CH:10]=1)([O:28][C:29]([CH3:32])([CH3:31])[CH3:30])=[O:27], predict the reactants needed to synthesize it. The reactants are: Cl.[CH2:2]([O:4][C:5](=[O:18])[C@H:6]([CH2:8][C:9]1[CH:14]=[CH:13][C:12]([N+:15]([O-:17])=[O:16])=[CH:11][CH:10]=1)[NH2:7])[CH3:3].C(N(CC)CC)C.[C:26](O[C:26]([O:28][C:29]([CH3:32])([CH3:31])[CH3:30])=[O:27])([O:28][C:29]([CH3:32])([CH3:31])[CH3:30])=[O:27]. (7) Given the product [CH3:1][CH2:2][N:3]([C:5]([O:7][C:8]1[CH:9]=[CH:10][CH:11]=[C:12]([C@@H:14]([N:16]([CH3:18])[CH3:17])[CH3:15])[CH:13]=1)=[O:6])[CH3:4].[CH:20]([OH:21])([C:19]([OH:28])=[O:27])[CH:22]([OH:23])[C:24]([OH:26])=[O:25], predict the reactants needed to synthesize it. The reactants are: [CH3:1][CH2:2][N:3]([C:5]([O:7][C:8]1[CH:9]=[CH:10][CH:11]=[C:12]([C@@H:14]([N:16]([CH3:18])[CH3:17])[CH3:15])[CH:13]=1)=[O:6])[CH3:4].[C:19]([OH:28])(=[O:27])[C@@H:20]([C@H:22]([C:24]([OH:26])=[O:25])[OH:23])[OH:21]. (8) Given the product [C:22]([O:21][C:19]([N:13]1[CH2:18][CH2:17][N:16]([S:9]([C:6]2[CH:7]=[CH:8][C:3]([C:1]#[N:2])=[CH:4][CH:5]=2)(=[O:11])=[O:10])[CH2:15][CH2:14]1)=[O:20])([CH3:25])([CH3:23])[CH3:24], predict the reactants needed to synthesize it. The reactants are: [C:1]([C:3]1[CH:8]=[CH:7][C:6]([S:9](Cl)(=[O:11])=[O:10])=[CH:5][CH:4]=1)#[N:2].[N:13]1([C:19]([O:21][C:22]([CH3:25])([CH3:24])[CH3:23])=[O:20])[CH2:18][CH2:17][NH:16][CH2:15][CH2:14]1.CCN(C(C)C)C(C)C. (9) Given the product [CH3:15][C:16]([CH3:20])([CH3:19])[CH2:17][O:18][C:2]1[CH:10]=[CH:9][C:8]([S:11]([CH3:14])(=[O:13])=[O:12])=[CH:7][C:3]=1[C:4]([OH:6])=[O:5], predict the reactants needed to synthesize it. The reactants are: Cl[C:2]1[CH:10]=[CH:9][C:8]([S:11]([CH3:14])(=[O:13])=[O:12])=[CH:7][C:3]=1[C:4]([OH:6])=[O:5].[CH3:15][C:16]([CH3:20])([CH3:19])[CH2:17][OH:18].